Dataset: NCI-60 drug combinations with 297,098 pairs across 59 cell lines. Task: Regression. Given two drug SMILES strings and cell line genomic features, predict the synergy score measuring deviation from expected non-interaction effect. Drug 1: CN(C)C(=N)N=C(N)N. Drug 2: CN1C=C(C=N1)C2=C3N=C(C(=C(N3N=C2)N)Br)C4CCCNC4. Cell line: T-47D. Synergy scores: CSS=7.57, Synergy_ZIP=5.87, Synergy_Bliss=9.73, Synergy_Loewe=3.28, Synergy_HSA=3.61.